Dataset: Full USPTO retrosynthesis dataset with 1.9M reactions from patents (1976-2016). Task: Predict the reactants needed to synthesize the given product. (1) The reactants are: O[C:2]1[CH:7]=[CH:6][C:5]([C:8](=[O:10])C)=[CH:4][C:3]=1OC.C(=O)([O-])[O-].[K+].[K+].[CH2:19](Br)[C:20]1[CH:25]=[CH:24][CH:23]=[CH:22][CH:21]=1. Given the product [CH2:19]([O:10][CH2:8][C:5]1[CH:4]=[CH:3][CH:2]=[CH:7][CH:6]=1)[C:20]1[CH:25]=[CH:24][CH:23]=[CH:22][CH:21]=1, predict the reactants needed to synthesize it. (2) Given the product [C:42]([O:46][C:47]([N:49]1[CH2:50][CH2:51][CH:52]([S:55]([C:58]2[CH:59]=[CH:60][C:61]([NH:64][C:65]3[N:70]=[CH:69][C:68]([NH:71][C:14](=[O:16])[C:13]4[CH:17]=[C:9]([NH:8][C:6](=[O:7])[C:5]5[CH:19]=[CH:20][CH:21]=[C:3]([C:2]([F:23])([F:22])[F:1])[CH:4]=5)[CH:10]=[CH:11][C:12]=4[Cl:18])=[CH:67][N:66]=3)=[CH:62][CH:63]=2)(=[O:56])=[O:57])[CH2:53][CH2:54]1)=[O:48])([CH3:45])([CH3:43])[CH3:44], predict the reactants needed to synthesize it. The reactants are: [F:1][C:2]([F:23])([F:22])[C:3]1[CH:4]=[C:5]([CH:19]=[CH:20][CH:21]=1)[C:6]([NH:8][C:9]1[CH:10]=[CH:11][C:12]([Cl:18])=[C:13]([CH:17]=1)[C:14]([OH:16])=O)=[O:7].ClC1N=C(OC)N=C(OC)N=1.CN1CCOCC1.[C:42]([O:46][C:47]([N:49]1[CH2:54][CH2:53][CH:52]([S:55]([C:58]2[CH:63]=[CH:62][C:61]([NH:64][C:65]3[N:70]=[CH:69][C:68]([NH2:71])=[CH:67][N:66]=3)=[CH:60][CH:59]=2)(=[O:57])=[O:56])[CH2:51][CH2:50]1)=[O:48])([CH3:45])([CH3:44])[CH3:43]. (3) Given the product [Br:20][C:17]1[CH:18]=[CH:19][C:14](/[CH:13]=[CH:12]/[C:4]2[CH:5]=[C:6]([CH:10]=[CH:11][C:3]=2[O:2][CH3:1])[C:7]([NH:21][CH2:22][CH2:23][OH:24])=[O:9])=[CH:15][CH:16]=1, predict the reactants needed to synthesize it. The reactants are: [CH3:1][O:2][C:3]1[CH:11]=[CH:10][C:6]([C:7]([OH:9])=O)=[CH:5][C:4]=1/[CH:12]=[CH:13]/[C:14]1[CH:19]=[CH:18][C:17]([Br:20])=[CH:16][CH:15]=1.[NH2:21][CH2:22][CH2:23][OH:24]. (4) Given the product [N:20]1[CH:21]=[CH:22][CH:23]=[N:24][C:19]=1[N:9]1[C:10]2=[N:11][CH:12]=[N:13][C:14]([NH2:16])=[C:15]2[C:7]([C:4]2[CH:3]=[CH:2][C:1]([CH3:17])=[CH:6][CH:5]=2)=[N:8]1, predict the reactants needed to synthesize it. The reactants are: [C:1]1([CH3:17])[CH:6]=[CH:5][C:4]([C:7]2[C:15]3[C:10](=[N:11][CH:12]=[N:13][C:14]=3[NH2:16])[NH:9][N:8]=2)=[CH:3][CH:2]=1.Cl[C:19]1[N:24]=[CH:23][CH:22]=[CH:21][N:20]=1.C(=O)([O-])[O-].[K+].[K+].O. (5) Given the product [C:4]([O:3][C:1]([N:8]1[CH2:15][CH2:14][CH2:13][C@@H:9]1[C:10]([F:18])=[O:11])=[O:2])([CH3:7])([CH3:6])[CH3:5], predict the reactants needed to synthesize it. The reactants are: [C:1]([N:8]1[CH2:15][CH2:14][CH2:13][C@@H:9]1[C:10](O)=[O:11])([O:3][C:4]([CH3:7])([CH3:6])[CH3:5])=[O:2].N1C(F)=NC(F)=NC=1[F:18].N1C=CC=CC=1. (6) Given the product [C:1]([O:4][C@@H:5]1[C@@H:10]([O:11][C:12](=[O:14])[CH3:13])[C@H:9]([O:15][C:16](=[O:18])[CH3:17])[C@@H:8]([S:19][CH3:20])[O:7][C@H:6]1[C:21]1[CH:26]=[CH:25][C:24]([CH3:27])=[C:23]([CH2:28][C:29]2[CH:34]=[CH:33][C:32]([CH2:35][CH2:36][CH2:42][CH2:41][NH2:45])=[CH:31][CH:30]=2)[CH:22]=1)(=[O:3])[CH3:2], predict the reactants needed to synthesize it. The reactants are: [C:1]([O:4][C@@H:5]1[C@@H:10]([O:11][C:12](=[O:14])[CH3:13])[C@H:9]([O:15][C:16](=[O:18])[CH3:17])[C@@H:8]([S:19][CH3:20])[O:7][C@H:6]1[C:21]1[CH:26]=[CH:25][C:24]([CH3:27])=[C:23]([CH2:28][C:29]2[CH:34]=[CH:33][C:32]([CH2:35][CH2:36]CCCN)=[CH:31][CH:30]=2)[CH:22]=1)(=[O:3])[CH3:2].[CH2:41]([NH:45]C(=O)OC(C)(C)C)[CH2:42]C=C. (7) Given the product [CH3:12][O:11][C:8]1[CH:9]=[CH:10][C:2]2[O:1][CH2:6][CH2:5][O:4][C:3]=2[CH:7]=1, predict the reactants needed to synthesize it. The reactants are: [O:1]1[CH2:6][CH2:5][O:4][C:3]2[CH:7]=[C:8]([OH:11])[CH:9]=[CH:10][C:2]1=2.[C:12]([O-])([O-])=O.[K+].[K+].IC. (8) Given the product [CH3:1][O:2][C:3]1[C:4]([CH3:26])=[C:5]([C:17]([O:24][CH3:25])=[C:18]([O:22][CH3:23])[C:19]=1[O:20][CH3:21])[CH2:6][C:7]1[C:8]([O:16][C:28](=[O:30])[CH3:29])=[C:9]([CH:13]=[CH:14][CH:15]=1)[C:10]([OH:12])=[O:11], predict the reactants needed to synthesize it. The reactants are: [CH3:1][O:2][C:3]1[C:4]([CH3:26])=[C:5]([C:17]([O:24][CH3:25])=[C:18]([O:22][CH3:23])[C:19]=1[O:20][CH3:21])[CH2:6][C:7]1[C:8]([OH:16])=[C:9]([CH:13]=[CH:14][CH:15]=1)[C:10]([OH:12])=[O:11].O.[C:28](OC(=O)C)(=[O:30])[CH3:29]. (9) Given the product [CH3:17][N:18]([C:19]1[CH:24]=[CH:23][N:22]=[N:21][CH:20]=1)[C:14]([C:3]1[CH:4]=[N:5][N:6]([CH:7]([CH:9]2[C:11]3([CH2:13][CH2:12]3)[CH2:10]2)[CH3:8])[C:2]=1[CH3:1])=[O:15], predict the reactants needed to synthesize it. The reactants are: [CH3:1][C:2]1[N:6]([CH:7]([CH:9]2[C:11]3([CH2:13][CH2:12]3)[CH2:10]2)[CH3:8])[N:5]=[CH:4][C:3]=1[C:14](Cl)=[O:15].[CH3:17][NH:18][C:19]1[CH:24]=[CH:23][N:22]=[N:21][CH:20]=1.C(N(CC)CC)C. (10) Given the product [CH2:1]([CH:4]1[CH:30]=[C:29]([CH3:31])[CH2:28][CH:27]([CH3:32])[CH2:26][CH:25]([O:33][CH3:34])[CH:24]2[O:35][C:20]([OH:39])([CH:21]([CH3:38])[CH2:22][CH:23]2[O:36][CH3:37])[C:19](=[O:40])[C:18](=[O:41])[N:17]2[CH:12]([CH2:13][CH2:14][CH2:15][CH2:16]2)[C:11](=[O:42])[O:10][CH:9]([C:43]([CH3:54])=[CH:44][CH:45]2[CH2:50][CH2:49][CH:48]([O:51][C:71](=[O:72])[CH2:70][CH2:69][CH2:68][CH2:67][CH2:66][CH2:65][C:64]([OH:74])=[O:63])[CH:47]([O:52][CH3:53])[CH2:46]2)[CH:8]([CH3:55])[CH:7]([OH:56])[CH2:6][C:5]1=[O:57])[CH:2]=[CH2:3], predict the reactants needed to synthesize it. The reactants are: [CH2:1]([CH:4]1[CH:30]=[C:29]([CH3:31])[CH2:28][CH:27]([CH3:32])[CH2:26][CH:25]([O:33][CH3:34])[CH:24]2[O:35][C:20]([OH:39])([CH:21]([CH3:38])[CH2:22][CH:23]2[O:36][CH3:37])[C:19](=[O:40])[C:18](=[O:41])[N:17]2[CH:12]([CH2:13][CH2:14][CH2:15][CH2:16]2)[C:11](=[O:42])[O:10][CH:9]([C:43]([CH3:54])=[CH:44][CH:45]2[CH2:50][CH2:49][CH:48]([OH:51])[CH:47]([O:52][CH3:53])[CH2:46]2)[CH:8]([CH3:55])[CH:7]([OH:56])[CH2:6][C:5]1=[O:57])[CH:2]=[CH2:3].C([Si](C1C=CC=CC=1)(C1C=CC=CC=1)[O:63][C:64](=[O:74])[CH2:65][CH2:66][CH2:67][CH2:68][CH2:69][CH2:70][C:71](O)=[O:72])(C)(C)C.Cl.CN(C)CCCN=C=NCC.F.